Dataset: NCI-60 drug combinations with 297,098 pairs across 59 cell lines. Task: Regression. Given two drug SMILES strings and cell line genomic features, predict the synergy score measuring deviation from expected non-interaction effect. (1) Drug 1: CC(C)(C#N)C1=CC(=CC(=C1)CN2C=NC=N2)C(C)(C)C#N. Drug 2: C1C(C(OC1N2C=NC(=NC2=O)N)CO)O. Cell line: MOLT-4. Synergy scores: CSS=46.6, Synergy_ZIP=0.962, Synergy_Bliss=-1.24, Synergy_Loewe=-10.4, Synergy_HSA=-0.922. (2) Drug 1: CCCCC(=O)OCC(=O)C1(CC(C2=C(C1)C(=C3C(=C2O)C(=O)C4=C(C3=O)C=CC=C4OC)O)OC5CC(C(C(O5)C)O)NC(=O)C(F)(F)F)O. Drug 2: C1=NNC2=C1C(=O)NC=N2. Cell line: MCF7. Synergy scores: CSS=54.8, Synergy_ZIP=-3.57, Synergy_Bliss=-5.55, Synergy_Loewe=-17.4, Synergy_HSA=-4.94. (3) Drug 1: C1=CN(C(=O)N=C1N)C2C(C(C(O2)CO)O)O.Cl. Drug 2: CC12CCC3C(C1CCC2OP(=O)(O)O)CCC4=C3C=CC(=C4)OC(=O)N(CCCl)CCCl.[Na+]. Cell line: SF-539. Synergy scores: CSS=23.0, Synergy_ZIP=-3.39, Synergy_Bliss=2.30, Synergy_Loewe=-8.02, Synergy_HSA=2.09. (4) Drug 1: CCCS(=O)(=O)NC1=C(C(=C(C=C1)F)C(=O)C2=CNC3=C2C=C(C=N3)C4=CC=C(C=C4)Cl)F. Drug 2: C1=CC(=CC=C1C#N)C(C2=CC=C(C=C2)C#N)N3C=NC=N3. Cell line: 786-0. Synergy scores: CSS=6.57, Synergy_ZIP=-1.64, Synergy_Bliss=1.42, Synergy_Loewe=2.41, Synergy_HSA=2.26. (5) Drug 1: CC(CN1CC(=O)NC(=O)C1)N2CC(=O)NC(=O)C2. Drug 2: B(C(CC(C)C)NC(=O)C(CC1=CC=CC=C1)NC(=O)C2=NC=CN=C2)(O)O. Cell line: BT-549. Synergy scores: CSS=10.5, Synergy_ZIP=-3.80, Synergy_Bliss=1.18, Synergy_Loewe=-0.945, Synergy_HSA=1.49.